This data is from Forward reaction prediction with 1.9M reactions from USPTO patents (1976-2016). The task is: Predict the product of the given reaction. (1) Given the reactants C[O:2][C:3](=O)[CH2:4][C:5]1[C:6]([N+:18]([O-:20])=[O:19])=[N:7][CH:8]=[C:9]([N:11]2[CH2:16][CH2:15][N:14]([CH3:17])[CH2:13][CH2:12]2)[CH:10]=1.[NH4+:22].[OH-], predict the reaction product. The product is: [CH3:17][N:14]1[CH2:15][CH2:16][N:11]([C:9]2[CH:10]=[C:5]([CH2:4][C:3]([NH2:22])=[O:2])[C:6]([N+:18]([O-:20])=[O:19])=[N:7][CH:8]=2)[CH2:12][CH2:13]1. (2) Given the reactants [CH3:1][C:2]1[S:6][C:5]([CH:7]=[O:8])=[CH:4][CH:3]=1.[Br:9]Br, predict the reaction product. The product is: [Br:9][C:3]1[CH:4]=[C:5]([CH:7]=[O:8])[S:6][C:2]=1[CH3:1]. (3) Given the reactants [NH2:1][C:2]1[CH:7]=[CH:6][C:5]([CH:8]2[C:17]([CH3:19])([CH3:18])[CH2:16][C:15]3[C:10](=[CH:11][CH:12]=[C:13]([C:20]([O:22][CH3:23])=[O:21])[CH:14]=3)[NH:9]2)=[CH:4][CH:3]=1.C(N(CC)C(C)C)(C)C.[F:33][C:34]1[CH:42]=[CH:41][C:37]([C:38](Cl)=[O:39])=[CH:36][CH:35]=1, predict the reaction product. The product is: [F:33][C:34]1[CH:42]=[CH:41][C:37]([C:38]([NH:1][C:2]2[CH:3]=[CH:4][C:5]([CH:8]3[C:17]([CH3:18])([CH3:19])[CH2:16][C:15]4[C:10](=[CH:11][CH:12]=[C:13]([C:20]([O:22][CH3:23])=[O:21])[CH:14]=4)[NH:9]3)=[CH:6][CH:7]=2)=[O:39])=[CH:36][CH:35]=1. (4) Given the reactants ClCCl.C(Cl)(=O)C(Cl)=O.CS(C)=O.[Cl:14][C:15]1[C:24]2[C:19](=[CH:20][C:21]([C:25]([F:28])([F:27])[F:26])=[CH:22][CH:23]=2)[N:18]([CH2:29][CH2:30][OH:31])[C:17](=[O:32])[CH:16]=1, predict the reaction product. The product is: [Cl:14][C:15]1[C:24]2[C:19](=[CH:20][C:21]([C:25]([F:28])([F:27])[F:26])=[CH:22][CH:23]=2)[N:18]([CH2:29][CH:30]=[O:31])[C:17](=[O:32])[CH:16]=1. (5) Given the reactants [OH:1][C:2]1[N:7]=[CH:6][C:5]([N:8]2[C:12]([CH3:14])([CH3:13])[C:11](=[O:15])[N:10]([C:16]3[CH:23]=[CH:22][C:19]([C:20]#[N:21])=[C:18]([C:24]([F:27])([F:26])[F:25])[CH:17]=3)[C:9]2=[S:28])=[CH:4][CH:3]=1.[O:29]1[CH2:33][CH2:32][C@@H:31](OS(C2C=CC(C)=CC=2)(=O)=O)[CH2:30]1.C(=O)([O-])[O-].[Cs+].[Cs+].[Cl-].[Na+], predict the reaction product. The product is: [CH3:13][C:12]1([CH3:14])[C:11](=[O:15])[N:10]([C:16]2[CH:23]=[CH:22][C:19]([C:20]#[N:21])=[C:18]([C:24]([F:25])([F:27])[F:26])[CH:17]=2)[C:9](=[S:28])[N:8]1[C:5]1[CH:6]=[N:7][C:2]([O:1][C@H:31]2[CH2:32][CH2:33][O:29][CH2:30]2)=[CH:3][CH:4]=1. (6) Given the reactants S(Cl)(Cl)=O.[NH2:5][C:6]1[CH:7]=[C:8]([CH:12]=[CH:13][CH:14]=1)[C:9]([OH:11])=[O:10].[CH3:15]O, predict the reaction product. The product is: [NH2:5][C:6]1[CH:7]=[C:8]([CH:12]=[CH:13][CH:14]=1)[C:9]([O:11][CH3:15])=[O:10]. (7) The product is: [N+:1]([C:4]1[CH:11]=[CH:10][C:7]([CH:8]=[O:28])=[C:6]([C:12]([F:15])([F:14])[F:13])[CH:5]=1)([O-:3])=[O:2]. Given the reactants [N+:1]([C:4]1[CH:11]=[CH:10][C:7]([C:8]#N)=[C:6]([C:12]([F:15])([F:14])[F:13])[CH:5]=1)([O-:3])=[O:2].CC(C[AlH]CC(C)C)C.CO.S(=O)(=O)(O)[OH:28], predict the reaction product.